This data is from Forward reaction prediction with 1.9M reactions from USPTO patents (1976-2016). The task is: Predict the product of the given reaction. Given the reactants [NH:1]1[C:9]2[C:4](=[CH:5][CH:6]=[C:7]([C:10]([N:12]3[CH2:18][C:17]4([CH3:20])[CH2:19][CH:13]3[CH2:14][C:15]([CH3:22])([CH3:21])[CH2:16]4)=[O:11])[CH:8]=2)[CH:3]=[CH:2]1.[CH2:23]([N:25](CC)CC)C, predict the reaction product. The product is: [CH3:20][C:17]12[CH2:19][CH:13]([N:12]([C:10]([C:7]3[CH:8]=[C:9]4[C:4]([C:3]([C:23]#[N:25])=[CH:2][NH:1]4)=[CH:5][CH:6]=3)=[O:11])[CH2:18]1)[CH2:14][C:15]([CH3:22])([CH3:21])[CH2:16]2.